From a dataset of Forward reaction prediction with 1.9M reactions from USPTO patents (1976-2016). Predict the product of the given reaction. (1) Given the reactants CON(C)[C:4]([C:6]1[CH:7]=[CH:8][C:9]2[O:13][C:12]([CH2:14][CH2:15][N:16]3[CH2:20][CH2:19][CH2:18][C@H:17]3[CH3:21])=[CH:11][C:10]=2[CH:22]=1)=[O:5].[CH3:24][O:25][C:26]1[CH:31]=[CH:30][CH:29]=[CH:28][C:27]=1[Mg]Br, predict the reaction product. The product is: [CH3:24][O:25][C:26]1[CH:31]=[CH:30][CH:29]=[CH:28][C:27]=1[C:4]([C:6]1[CH:7]=[CH:8][C:9]2[O:13][C:12]([CH2:14][CH2:15][N:16]3[CH2:20][CH2:19][CH2:18][C@H:17]3[CH3:21])=[CH:11][C:10]=2[CH:22]=1)=[O:5]. (2) The product is: [F:1][C:2]1[CH:3]=[C:4]([N+:13]([O-:15])=[O:14])[CH:5]=[C:6]2[C:10]=1[N:9]([CH3:11])[C:8](=[O:12])[CH2:7]2. Given the reactants [F:1][C:2]1[CH:3]=[CH:4][CH:5]=[C:6]2[C:10]=1[N:9]([CH3:11])[C:8](=[O:12])[CH2:7]2.[N+:13]([O-])([OH:15])=[O:14], predict the reaction product.